Dataset: Forward reaction prediction with 1.9M reactions from USPTO patents (1976-2016). Task: Predict the product of the given reaction. Given the reactants [C:1]([CH:4]1[CH2:16][CH2:15][C:14]2[C:13]3[C:8](=[C:9]([C:25]([NH2:27])=[O:26])[CH:10]=[CH:11][C:12]=3[C:17]3[C:22]([F:23])=[CH:21][CH:20]=[CH:19][C:18]=3[F:24])[NH:7][C:6]=2[CH2:5]1)(=[O:3])[CH3:2].[BH4-].[Na+], predict the reaction product. The product is: [F:24][C:18]1[CH:19]=[CH:20][CH:21]=[C:22]([F:23])[C:17]=1[C:12]1[CH:11]=[CH:10][C:9]([C:25]([NH2:27])=[O:26])=[C:8]2[C:13]=1[C:14]1[CH2:15][CH2:16][CH:4]([CH:1]([OH:3])[CH3:2])[CH2:5][C:6]=1[NH:7]2.